Task: Predict the reaction yield, written as a fraction of the theoretical maximum amount of product (1.0 means a 100% yield; for example, 0.34 means a 34% yield).. Dataset: Reaction yield outcomes from USPTO patents with 853,638 reactions (1) The product is [Cl:1][CH2:2][S:3]([N:6]([CH2:20][CH2:21][CH2:22][N:23]([CH3:24])[CH3:25])[CH:7]1[CH2:12][CH2:11][NH:10][CH2:9][CH2:8]1)(=[O:4])=[O:5]. The reactants are [Cl:1][CH2:2][S:3]([N:6]([CH2:20][CH2:21][CH2:22][N:23]([CH3:25])[CH3:24])[CH:7]1[CH2:12][CH2:11][N:10](C(OC(C)(C)C)=O)[CH2:9][CH2:8]1)(=[O:5])=[O:4].C(O)(C(F)(F)F)=O.N. The yield is 0.810. The catalyst is C(Cl)Cl.O. (2) The catalyst is O1CCOCC1.[Pd].C1(P(C2C=CC=CC=2)C2C=CC=CC=2)C=CC=CC=1.C1(P(C2C=CC=CC=2)C2C=CC=CC=2)C=CC=CC=1.C1(P(C2C=CC=CC=2)C2C=CC=CC=2)C=CC=CC=1.C1(P(C2C=CC=CC=2)C2C=CC=CC=2)C=CC=CC=1. The product is [CH3:26][C:25]([CH3:28])([CH3:27])[C@H:20]([NH:19][C:18]([C:4]1[N:3]=[C:2]([C:30]2[CH:35]=[CH:34][CH:33]=[CH:32][CH:31]=2)[N:6]2[CH2:7][CH2:8][N:9]([C:11]([O:13][C:14]([CH3:17])([CH3:16])[CH3:15])=[O:12])[CH2:10][C:5]=12)=[O:29])[C:21]([NH:23][CH3:24])=[O:22]. The yield is 0.750. The reactants are Br[C:2]1[N:6]2[CH2:7][CH2:8][N:9]([C:11]([O:13][C:14]([CH3:17])([CH3:16])[CH3:15])=[O:12])[CH2:10][C:5]2=[C:4]([C:18](=[O:29])[NH:19][C@@H:20]([C:25]([CH3:28])([CH3:27])[CH3:26])[C:21]([NH:23][CH3:24])=[O:22])[N:3]=1.[C:30]1(B(O)O)[CH:35]=[CH:34][CH:33]=[CH:32][CH:31]=1.C([O-])([O-])=O.[Na+].[Na+]. (3) The reactants are [CH3:1][CH:2]([CH2:8][CH:9]([CH3:11])[CH3:10])[CH:3]=[CH:4][N+:5]([O-:7])=[O:6].C(N(CC)CC)C.[S:19]1[CH2:24][CH:23]([OH:25])[S:19][CH2:24][CH:23]1[OH:25]. The catalyst is ClCCl.C(OCC)(=O)C. The product is [CH3:10][CH:9]([CH3:11])[CH2:8][CH:2]([CH:3]1[S:19][CH2:24][CH:23]([OH:25])[CH:4]1[N+:5]([O-:7])=[O:6])[CH3:1]. The yield is 0.935. (4) The reactants are [N:1]([C@@H:4]([C@H:40]([C:48]1[CH:53]=[C:52]([F:54])[CH:51]=[C:50]([F:55])[CH:49]=1)[C:41]1[CH:46]=[CH:45][C:44]([F:47])=[CH:43][CH:42]=1)[C:5]([NH:7][C:8]1[CH:9]=[N:10][CH:11]=[C:12]([F:39])[C:13]=1[CH2:14][CH2:15][C@@H:16]1[N:21]([S:22]([C:25]2[CH:30]=[CH:29][CH:28]=[CH:27][CH:26]=2)(=[O:24])=[O:23])[C@H:20]([CH3:31])[CH2:19][N:18]([C:32]([O:34][C:35]([CH3:38])([CH3:37])[CH3:36])=[O:33])[CH2:17]1)=[O:6])=[N+]=[N-].[H][H].CO. The catalyst is C(OCC)(=O)C.C(Cl)(Cl)Cl.[Pd]. The product is [NH2:1][C@@H:4]([C@H:40]([C:48]1[CH:53]=[C:52]([F:54])[CH:51]=[C:50]([F:55])[CH:49]=1)[C:41]1[CH:42]=[CH:43][C:44]([F:47])=[CH:45][CH:46]=1)[C:5]([NH:7][C:8]1[CH:9]=[N:10][CH:11]=[C:12]([F:39])[C:13]=1[CH2:14][CH2:15][C@@H:16]1[N:21]([S:22]([C:25]2[CH:26]=[CH:27][CH:28]=[CH:29][CH:30]=2)(=[O:24])=[O:23])[C@H:20]([CH3:31])[CH2:19][N:18]([C:32]([O:34][C:35]([CH3:38])([CH3:37])[CH3:36])=[O:33])[CH2:17]1)=[O:6]. The yield is 0.660. (5) The reactants are Cl[C:2]1[CH:7]=[C:6]([O:8][C:9]2[CH:14]=[CH:13][C:12]([NH2:15])=[C:11]([F:16])[C:10]=2[CH3:17])[CH:5]=[CH:4][N:3]=1.[CH3:18][N:19]1[CH:23]=[C:22](B2OC(C)(C)C(C)(C)O2)[CH:21]=[N:20]1.C([O-])([O-])=O.[Na+].[Na+]. The catalyst is C1C=CC([P]([Pd]([P](C2C=CC=CC=2)(C2C=CC=CC=2)C2C=CC=CC=2)([P](C2C=CC=CC=2)(C2C=CC=CC=2)C2C=CC=CC=2)[P](C2C=CC=CC=2)(C2C=CC=CC=2)C2C=CC=CC=2)(C2C=CC=CC=2)C2C=CC=CC=2)=CC=1. The product is [F:16][C:11]1[C:10]([CH3:17])=[C:9]([O:8][C:6]2[CH:5]=[CH:4][N:3]=[C:2]([C:22]3[CH:21]=[N:20][N:19]([CH3:18])[CH:23]=3)[CH:7]=2)[CH:14]=[CH:13][C:12]=1[NH2:15]. The yield is 0.750. (6) The reactants are [CH3:1][C:2]1[CH:11]=[CH:10][C:9]2[C:4](=[C:5]([NH:12][C:13](=[O:15])[CH3:14])[CH:6]=[CH:7][CH:8]=2)[N:3]=1. The catalyst is [Pt](=O)=O. The product is [CH3:1][C:2]1[CH:11]=[CH:10][C:9]2[CH2:8][CH2:7][CH2:6][CH:5]([NH:12][C:13](=[O:15])[CH3:14])[C:4]=2[N:3]=1. The yield is 0.660. (7) The reactants are [CH2:1]([O:3][C:4]#[CH:5])[CH3:2].C([Li])CCC.CN(P(N(C)C)(N(C)C)=O)C.[CH2:22](Br)[C:23]1[CH:28]=[CH:27][CH:26]=[CH:25][CH:24]=1. The catalyst is C1COCC1. The product is [CH2:4]([O:3][C:1]#[C:2][CH2:22][C:23]1[CH:28]=[CH:27][CH:26]=[CH:25][CH:24]=1)[CH3:5]. The yield is 0.990. (8) The catalyst is O. The reactants are [CH3:1][Si:2]([CH3:28])([CH3:27])[CH2:3][CH2:4][O:5][CH2:6][N:7]1[C:11]2[N:12]=[CH:13][N:14]=[C:15]([C:16]3[CH:17]=[N:18][N:19]([CH:21]([CH2:25][CH3:26])[CH2:22][CH:23]=O)[CH:20]=3)[C:10]=2[CH:9]=[CH:8]1.C(Cl)Cl.C1(P(C2C=CC=CC=2)C2C=CC=CC=2)C=CC=CC=1.[C:51](Br)(Br)([Br:53])[Br:52]. The yield is 0.100. The product is [Br:52][C:51]([Br:53])=[CH:23][CH2:22][CH:21]([N:19]1[CH:20]=[C:16]([C:15]2[C:10]3[CH:9]=[CH:8][N:7]([CH2:6][O:5][CH2:4][CH2:3][Si:2]([CH3:28])([CH3:1])[CH3:27])[C:11]=3[N:12]=[CH:13][N:14]=2)[CH:17]=[N:18]1)[CH2:25][CH3:26]. (9) The reactants are [CH3:1][N:2]1[CH2:15][CH2:14][C:5]2[NH:6][C:7]3[CH:8]=[CH:9][C:10]([CH3:13])=[CH:11][C:12]=3[C:4]=2[CH2:3]1.[OH-].[K+].[CH:18]([C:21]1[CH:26]=[CH:25][C:24]([CH:27]=[CH2:28])=[CH:23][N:22]=1)([CH3:20])[CH3:19]. The catalyst is CN1CCCC1=O.O. The product is [CH:18]([C:21]1[N:22]=[CH:23][C:24]([CH2:27][CH2:28][N:6]2[C:7]3[CH:8]=[CH:9][C:10]([CH3:13])=[CH:11][C:12]=3[C:4]3[CH2:3][N:2]([CH3:1])[CH2:15][CH2:14][C:5]2=3)=[CH:25][CH:26]=1)([CH3:20])[CH3:19]. The yield is 0.140. (10) The reactants are [Cl:1][C:2]1[C:3]([F:15])=[C:4]([C:8]2([O:13][CH3:14])[CH2:12][CH2:11][NH:10][CH2:9]2)[CH:5]=[CH:6][CH:7]=1.[CH2:16](N(CC)CC)[CH3:17].ICC.O. The catalyst is O1CCCC1. The product is [Cl:1][C:2]1[C:3]([F:15])=[C:4]([C:8]2([O:13][CH3:14])[CH2:12][CH2:11][N:10]([CH2:16][CH3:17])[CH2:9]2)[CH:5]=[CH:6][CH:7]=1. The yield is 0.380.